Dataset: Forward reaction prediction with 1.9M reactions from USPTO patents (1976-2016). Task: Predict the product of the given reaction. (1) The product is: [CH3:22][NH:21][C:16]1[N:15]=[CH:14][C:13]2[C:18](=[CH:19][CH:20]=[C:11]([C:10]3[C:5]4[S:4][N:3]=[C:2]([NH:1][C:30]5[CH:29]=[CH:28][CH:27]=[C:26]([C:25]([F:34])([F:33])[F:24])[CH:31]=5)[C:6]=4[CH:7]=[CH:8][C:9]=3[CH3:23])[CH:12]=2)[N:17]=1. Given the reactants [NH2:1][C:2]1[C:6]2[CH:7]=[CH:8][C:9]([CH3:23])=[C:10]([C:11]3[CH:12]=[C:13]4[C:18](=[CH:19][CH:20]=3)[N:17]=[C:16]([NH:21][CH3:22])[N:15]=[CH:14]4)[C:5]=2[S:4][N:3]=1.[F:24][C:25]([F:34])([F:33])[C:26]1[CH:27]=[C:28](N)[CH:29]=[CH:30][CH:31]=1.CC(C1C=C(C(C)C)C(C2C=CC=CC=2P(C2CCCCC2)C2CCCCC2)=C(C(C)C)C=1)C.CC(C)([O-])C.[Na+], predict the reaction product. (2) Given the reactants Br[C:2]1[S:3][C:4]([NH:32]C(=O)OC(C)(C)C)=[C:5]([C:7](=[O:31])[NH:8][C:9]2[CH:10]=[N:11][N:12]([CH3:30])[C:13]=2[C@@H:14]2[CH2:20][CH2:19][C@@H:18]([NH:21]C(OC(C)(C)C)=O)[C@@H:17]([F:29])[CH2:16][O:15]2)[N:6]=1.[C:40]1(B2OC(C)(C)C(C)(C)O2)[CH2:44][CH2:43][CH2:42][CH:41]=1, predict the reaction product. The product is: [NH2:32][C:4]1[S:3][C:2]([C:40]2[CH2:44][CH2:43][CH2:42][CH:41]=2)=[N:6][C:5]=1[C:7]([NH:8][C:9]1[CH:10]=[N:11][N:12]([CH3:30])[C:13]=1[C@@H:14]1[CH2:20][CH2:19][C@@H:18]([NH2:21])[C@@H:17]([F:29])[CH2:16][O:15]1)=[O:31]. (3) Given the reactants [SH:1][CH2:2][CH2:3][CH2:4][Si:5]([CH3:12])([O:9][CH2:10][CH3:11])[O:6][CH2:7][CH3:8].[CH2:13](O[K])C.[F:17][C:18]1[CH:23]=[CH:22][CH:21]=[CH:20][N:19]=1, predict the reaction product. The product is: [CH2:7]([O:6][Si:5]([O:9][CH2:10][CH3:11])([CH3:12])[CH2:4][CH2:3][CH2:2][S:1][CH2:13][C:22]1[CH:21]=[CH:20][N:19]=[C:18]([F:17])[CH:23]=1)[CH3:8]. (4) Given the reactants [C:1]([O:5][C:6]([N:8]1[CH2:15][C@H:14]([OH:16])[CH2:13][C@H:9]1[C:10]([OH:12])=O)=[O:7])([CH3:4])([CH3:3])[CH3:2].C([N:19]([CH2:22]C)CC)C.Cl[C:25](OC(C)(C)C)=[O:26].Cl.[CH3:33][N:34]([CH3:36])[OH:35], predict the reaction product. The product is: [CH3:33][N:34]([CH3:36])[OH:35].[OH:16][C@H:14]1[CH2:15][N:8]([C:6]([O:5][C:1]([CH3:2])([CH3:3])[CH3:4])=[O:7])[C@H:9]([C:10]([N:19]([O:26][CH3:25])[CH3:22])=[O:12])[CH2:13]1. (5) Given the reactants [CH3:1][N:2]([C@@H:9]1[CH2:13][CH2:12][NH:11][CH2:10]1)[C:3]1[N:4]=[N:5][CH:6]=[CH:7][CH:8]=1.[F:14][C:15]1[CH:23]=[CH:22][C:21]([CH:24]=[O:25])=[CH:20][C:16]=1[C:17](O)=[O:18].F[P-](F)(F)(F)(F)F.N1(OC(N(C)C)=[N+](C)C)C2C=CC=CC=2N=N1.C(N(CC)C(C)C)(C)C, predict the reaction product. The product is: [F:14][C:15]1[CH:23]=[CH:22][C:21]([CH:24]=[O:25])=[CH:20][C:16]=1[C:17]([N:11]1[CH2:12][CH2:13][C@@H:9]([N:2]([CH3:1])[C:3]2[N:4]=[N:5][CH:6]=[CH:7][CH:8]=2)[CH2:10]1)=[O:18]. (6) The product is: [OH:20][C:21]1[CH:33]=[CH:32][C:24]2[C:25](=[O:31])[O:26][C:27]([CH3:29])([CH3:30])[O:28][C:23]=2[CH:22]=1. Given the reactants C(OC(=O)N(CC1C=CC([O:20][C:21]2[CH:33]=[CH:32][C:24]3[C:25](=[O:31])[O:26][C:27]([CH3:30])([CH3:29])[O:28][C:23]=3[CH:22]=2)=C(F)C=1)CCC(C)C)(C)(C)C, predict the reaction product. (7) Given the reactants Cl.[Cl:2][C:3]1[CH:8]=[CH:7][C:6]([CH:9]2[CH2:14][CH:13]([C:15]([O:17][CH3:18])=[O:16])[CH2:12][CH2:11][NH:10]2)=[CH:5][C:4]=1[F:19].CCN(C(C)C)C(C)C.[C:29](Cl)(=[O:32])[O:30][CH3:31], predict the reaction product. The product is: [Cl:2][C:3]1[CH:8]=[CH:7][C:6]([CH:9]2[CH2:14][CH:13]([C:15]([O:17][CH3:18])=[O:16])[CH2:12][CH2:11][N:10]2[C:29]([O:30][CH3:31])=[O:32])=[CH:5][C:4]=1[F:19].